Dataset: M1 muscarinic receptor agonist screen with 61,833 compounds. Task: Binary Classification. Given a drug SMILES string, predict its activity (active/inactive) in a high-throughput screening assay against a specified biological target. The compound is S1C(N(Cc2ccccc2)C(=O)C1)c1ccc(cc1)C(O)=O. The result is 0 (inactive).